This data is from Full USPTO retrosynthesis dataset with 1.9M reactions from patents (1976-2016). The task is: Predict the reactants needed to synthesize the given product. (1) Given the product [C:1]([C:5]1[O:9][N:8]=[C:7]([NH:10][C:11]([NH:13][C:14]2[CH:19]=[CH:18][CH:17]=[C:16]([S:20][C:22]3[C:31]4[C:26](=[CH:27][C:28]([F:33])=[C:29]([F:32])[CH:30]=4)[N:25]=[CH:24][N:23]=3)[CH:15]=2)=[O:12])[CH:6]=1)([CH3:4])([CH3:2])[CH3:3].[F:32][C:29]1[CH:30]=[C:31]2[C:26](=[CH:27][C:28]=1[F:33])[N:25]=[CH:24][N:23]=[C:22]2[S:20][C:16]1[CH:15]=[C:14]([NH:13][C:11](=[O:12])[NH2:10])[CH:19]=[CH:18][CH:17]=1, predict the reactants needed to synthesize it. The reactants are: [C:1]([C:5]1[O:9][N:8]=[C:7]([NH:10][C:11]([NH:13][C:14]2[CH:19]=[CH:18][CH:17]=[C:16]([SH:20])[CH:15]=2)=[O:12])[CH:6]=1)([CH3:4])([CH3:3])[CH3:2].Cl[C:22]1[C:31]2[C:26](=[CH:27][C:28]([F:33])=[C:29]([F:32])[CH:30]=2)[N:25]=[CH:24][N:23]=1. (2) Given the product [Cl:1][C:2]1[CH:9]=[CH:8][C:5](/[CH:6]=[N:14]/[OH:15])=[CH:4][C:3]=1[C:10]([F:13])([F:12])[F:11], predict the reactants needed to synthesize it. The reactants are: [Cl:1][C:2]1[CH:9]=[CH:8][C:5]([CH:6]=O)=[CH:4][C:3]=1[C:10]([F:13])([F:12])[F:11].[NH2:14][OH:15].CO. (3) Given the product [CH2:1]([O:3][C:4]([C:6]1[N:7]([C:20]2[CH:25]=[CH:24][C:23]([O:26][CH:27]([CH3:29])[CH3:28])=[CH:22][CH:21]=2)[C:8]2[C:13]([C:14]=1[C:15]([F:18])([F:17])[F:16])=[CH:12][C:11]([B:30]1[O:34][C:33]([CH3:36])([CH3:35])[C:32]([CH3:38])([CH3:37])[O:31]1)=[CH:10][CH:9]=2)=[O:5])[CH3:2], predict the reactants needed to synthesize it. The reactants are: [CH2:1]([O:3][C:4]([C:6]1[N:7]([C:20]2[CH:25]=[CH:24][C:23]([O:26][CH:27]([CH3:29])[CH3:28])=[CH:22][CH:21]=2)[C:8]2[C:13]([C:14]=1[C:15]([F:18])([F:17])[F:16])=[CH:12][C:11](Cl)=[CH:10][CH:9]=2)=[O:5])[CH3:2].[B:30]1([B:30]2[O:34][C:33]([CH3:36])([CH3:35])[C:32]([CH3:38])([CH3:37])[O:31]2)[O:34][C:33]([CH3:36])([CH3:35])[C:32]([CH3:38])([CH3:37])[O:31]1. (4) Given the product [CH3:1][O:2][C:3]1[CH:4]=[CH:5][C:6]([CH:9]([C:46]2[CH:51]=[CH:50][C:49]([O:52][CH3:53])=[CH:48][CH:47]=2)[O:10][CH:11]([C:40]2[CH:45]=[CH:44][CH:43]=[CH:42][CH:41]=2)[CH:12]2[O:16][CH:15]([N:17]3[C:25]4[C:20](=[CH:21][C:22]([N+:26]([O-:28])=[O:27])=[CH:23][CH:24]=4)[C:19]([C:29]#[C:30][CH2:31][NH2:32])=[CH:18]3)[CH2:14][CH:13]2[OH:39])=[CH:7][CH:8]=1, predict the reactants needed to synthesize it. The reactants are: [CH3:1][O:2][C:3]1[CH:8]=[CH:7][C:6]([CH:9]([C:46]2[CH:51]=[CH:50][C:49]([O:52][CH3:53])=[CH:48][CH:47]=2)[O:10][CH:11]([C:40]2[CH:45]=[CH:44][CH:43]=[CH:42][CH:41]=2)[CH:12]2[O:16][CH:15]([N:17]3[C:25]4[C:20](=[CH:21][C:22]([N+:26]([O-:28])=[O:27])=[CH:23][CH:24]=4)[C:19]([C:29]#[C:30][CH2:31][NH:32]C(=O)C(F)(F)F)=[CH:18]3)[CH2:14][CH:13]2[OH:39])=[CH:5][CH:4]=1.